From a dataset of Forward reaction prediction with 1.9M reactions from USPTO patents (1976-2016). Predict the product of the given reaction. Given the reactants [Cl:1][C:2]1[N:7]=[C:6](Cl)[C:5]([CH:9]=O)=[C:4]([Cl:11])[N:3]=1.Cl.[O:13]1[CH2:18][CH2:17][CH:16]([NH:19][NH2:20])[CH2:15][CH2:14]1, predict the reaction product. The product is: [Cl:11][C:4]1[N:3]=[C:2]([Cl:1])[N:7]=[C:6]2[N:19]([CH:16]3[CH2:17][CH2:18][O:13][CH2:14][CH2:15]3)[N:20]=[CH:9][C:5]=12.